Dataset: Catalyst prediction with 721,799 reactions and 888 catalyst types from USPTO. Task: Predict which catalyst facilitates the given reaction. (1) Reactant: [CH3:1][N:2]1[CH:6]=[C:5]([C:7]2[O:11][N:10]=[C:9]([C:12]([OH:14])=O)[CH:8]=2)[CH:4]=[N:3]1.C1C=CC2N(O)N=NC=2C=1.N=C=N.[NH2:28][C@@H:29]([CH3:45])[CH2:30][N:31]1[CH:35]=[CH:34][C:33]([C:36]2[CH:43]=[CH:42][C:39]([C:40]#[N:41])=[C:38]([CH3:44])[CH:37]=2)=[N:32]1. Product: [C:40]([C:39]1[CH:42]=[CH:43][C:36]([C:33]2[CH:34]=[CH:35][N:31]([CH2:30][C@@H:29]([NH:28][C:12]([C:9]3[CH:8]=[C:7]([C:5]4[CH:4]=[N:3][N:2]([CH3:1])[CH:6]=4)[O:11][N:10]=3)=[O:14])[CH3:45])[N:32]=2)=[CH:37][C:38]=1[CH3:44])#[N:41]. The catalyst class is: 85. (2) Reactant: [CH3:1][S:2][C:3](=[S:5])[NH2:4].Cl[CH:7]([C:11](=[O:13])[CH3:12])[C:8](=O)[CH3:9]. Product: [CH3:9][C:8]1[N:4]=[C:3]([S:2][CH3:1])[S:5][C:7]=1[C:11](=[O:13])[CH3:12]. The catalyst class is: 14. (3) Reactant: [CH3:1][N:2]1[CH2:7][CH2:6][N:5]([CH2:8][C:9]2[CH:14]=[C:13]([C:15]([F:18])([F:17])[F:16])[CH:12]=[C:11]([N+:19]([O-])=O)[CH:10]=2)[CH2:4][CH2:3]1. Product: [CH3:1][N:2]1[CH2:3][CH2:4][N:5]([CH2:8][C:9]2[CH:10]=[C:11]([NH2:19])[CH:12]=[C:13]([C:15]([F:18])([F:16])[F:17])[CH:14]=2)[CH2:6][CH2:7]1. The catalyst class is: 19. (4) Reactant: [Br:1][C:2]1[C:3](=[O:21])[N:4]([C:10]2[CH:11]=[C:12]([CH:17]=[CH:18][C:19]=2[CH3:20])[C:13]([NH:15][CH3:16])=[O:14])[C:5]([CH3:9])=[CH:6][C:7]=1[OH:8].C(=O)([O-])[O-].[K+].[K+].CN1CCCC1=O.[F:35][C:36]1[CH:43]=[C:42]([F:44])[CH:41]=[CH:40][C:37]=1[CH2:38]Br. Product: [F:35][C:36]1[CH:43]=[C:42]([F:44])[CH:41]=[CH:40][C:37]=1[CH2:38][O:8][C:7]1[CH:6]=[C:5]([CH3:9])[N:4]([C:10]2[CH:11]=[C:12]([CH:17]=[CH:18][C:19]=2[CH3:20])[C:13]([NH:15][CH3:16])=[O:14])[C:3](=[O:21])[C:2]=1[Br:1]. The catalyst class is: 6. (5) Reactant: [CH3:1][O:2][C:3](=[O:19])[C:4]1[CH:12]=[C:11]([O:13][C@@H:14]([CH3:18])[CH2:15][O:16][CH3:17])[CH:10]=[C:6]([C:7](O)=[O:8])[CH:5]=1.O. Product: [CH3:1][O:2][C:3](=[O:19])[C:4]1[CH:12]=[C:11]([O:13][C@@H:14]([CH3:18])[CH2:15][O:16][CH3:17])[CH:10]=[C:6]([CH2:7][OH:8])[CH:5]=1. The catalyst class is: 7. (6) Reactant: C(N(CC)CC)C.[NH2:8][CH:9]([C:14]1[CH:19]=[CH:18][CH:17]=[CH:16][CH:15]=1)[CH2:10][C:11]([OH:13])=[O:12].[C:20](O[C:20]([O:22][C:23]([CH3:26])([CH3:25])[CH3:24])=[O:21])([O:22][C:23]([CH3:26])([CH3:25])[CH3:24])=[O:21]. Product: [C:23]([O:22][C:20]([NH:8][CH:9]([C:14]1[CH:19]=[CH:18][CH:17]=[CH:16][CH:15]=1)[CH2:10][C:11]([OH:13])=[O:12])=[O:21])([CH3:26])([CH3:25])[CH3:24]. The catalyst class is: 127. (7) Reactant: C[O:2][C:3](=O)[C@H:4]([CH:27]([CH3:29])[CH3:28])[C:5]([C:14]1[CH:19]=[CH:18][C:17]([CH2:20][CH2:21][C:22]([CH3:25])([CH3:24])[CH3:23])=[C:16]([Cl:26])[CH:15]=1)([NH:7][S@:8](CC(C)C)=[O:9])[CH3:6].[H-].[CH2:32]([Al+2])[CH:33]([CH3:35])[CH3:34].[H-].C1(C)C=CC=CC=1.[C@H](O)(C([O-])=O)[C@@H](O)C([O-])=O.[Na+].[K+]. Product: [Cl:26][C:16]1[CH:15]=[C:14]([C@@:5]([NH:7][S@:8]([C:33]([CH3:35])([CH3:34])[CH3:32])=[O:9])([CH3:6])[CH:4]([CH2:3][OH:2])[CH:27]([CH3:29])[CH3:28])[CH:19]=[CH:18][C:17]=1[CH2:20][CH2:21][C:22]([CH3:23])([CH3:25])[CH3:24]. The catalyst class is: 7. (8) Reactant: [N:1]1[CH:6]=[CH:5][CH:4]=[C:3]([C:7]2[CH:8]=[C:9]([CH:11]=[CH:12][CH:13]=2)[NH2:10])[CH:2]=1.N1C=CC=CC=1.[C:20]1([C:33](Cl)=[O:34])[C:32]2[CH2:31][C:30]3[C:25](=[CH:26][CH:27]=[CH:28][CH:29]=3)[C:24]=2[CH:23]=[CH:22][CH:21]=1. Product: [N:1]1[CH:6]=[CH:5][CH:4]=[C:3]([C:7]2[CH:8]=[C:9]([NH:10][C:33]([C:20]3[C:32]4[CH2:31][C:30]5[C:25](=[CH:26][CH:27]=[CH:28][CH:29]=5)[C:24]=4[CH:23]=[CH:22][CH:21]=3)=[O:34])[CH:11]=[CH:12][CH:13]=2)[CH:2]=1. The catalyst class is: 4.